Dataset: Forward reaction prediction with 1.9M reactions from USPTO patents (1976-2016). Task: Predict the product of the given reaction. Given the reactants [NH2:1][C@@H:2]([CH3:18])[CH2:3][N:4]1[CH:8]=[CH:7][C:6]([C:9]2[CH:16]=[CH:15][C:12]([C:13]#[N:14])=[C:11]([Cl:17])[CH:10]=2)=[N:5]1.[O:19]1[CH2:24][CH2:23][N:22]([CH2:25][C:26]2[CH:30]=[C:29]([C:31](O)=[O:32])[NH:28][N:27]=2)[CH2:21][CH2:20]1.C1C=CC2N(O)N=NC=2C=1.CCN(C(C)C)C(C)C.CCN=C=NCCCN(C)C, predict the reaction product. The product is: [Cl:17][C:11]1[CH:10]=[C:9]([C:6]2[CH:7]=[CH:8][N:4]([CH2:3][C@@H:2]([NH:1][C:31]([C:29]3[NH:28][N:27]=[C:26]([CH2:25][N:22]4[CH2:21][CH2:20][O:19][CH2:24][CH2:23]4)[CH:30]=3)=[O:32])[CH3:18])[N:5]=2)[CH:16]=[CH:15][C:12]=1[C:13]#[N:14].